This data is from Forward reaction prediction with 1.9M reactions from USPTO patents (1976-2016). The task is: Predict the product of the given reaction. (1) The product is: [NH2:50][C:39]1[N:38]=[C:37]([N:33]2[CH:32]([CH3:51])[CH2:31][C:30]3[C:35](=[CH:36][C:27]([C:5]4[CH:4]=[C:3]([C:16]([O:18][CH2:19][C:20]5[CH:21]=[CH:22][CH:23]=[CH:24][CH:25]=5)=[O:17])[N:2]([CH3:1])[CH:6]=4)=[CH:28][CH:29]=3)[CH2:34]2)[CH:42]=[C:41]([N:43]2[CH2:48][CH2:47][N:46]([CH3:49])[CH2:45][CH2:44]2)[N:40]=1. Given the reactants [CH3:1][N:2]1[CH:6]=[C:5](B2OC(C)(C)C(C)(C)O2)[CH:4]=[C:3]1[C:16]([O:18][CH2:19][C:20]1[CH:25]=[CH:24][CH:23]=[CH:22][CH:21]=1)=[O:17].Br[C:27]1[CH:36]=[C:35]2[C:30]([CH2:31][CH:32]([CH3:51])[N:33]([C:37]3[CH:42]=[C:41]([N:43]4[CH2:48][CH2:47][N:46]([CH3:49])[CH2:45][CH2:44]4)[N:40]=[C:39]([NH2:50])[N:38]=3)[CH2:34]2)=[CH:29][CH:28]=1.C(=O)([O-])[O-].[Na+].[Na+].N#N, predict the reaction product. (2) Given the reactants [Cl:1][C:2]1[CH:3]=[C:4]([C:8]2[N:9]=[C:10]([NH:20][C:21]3[CH:26]=[CH:25][C:24]([CH2:27][C:28](O)=[O:29])=[CH:23][CH:22]=3)[C:11]3[S:17](=[O:19])(=[O:18])[CH2:16][CH2:15][CH2:14][C:12]=3[N:13]=2)[CH:5]=[CH:6][CH:7]=1.C(Cl)CCl.C1C=[CH:37][C:38]2N(O)N=[N:41][C:39]=2C=1.C(N)CC, predict the reaction product. The product is: [Cl:1][C:2]1[CH:3]=[C:4]([C:8]2[N:9]=[C:10]([NH:20][C:21]3[CH:26]=[CH:25][C:24]([CH2:27][C:28]([NH:41][CH2:39][CH2:38][CH3:37])=[O:29])=[CH:23][CH:22]=3)[C:11]3[S:17](=[O:18])(=[O:19])[CH2:16][CH2:15][CH2:14][C:12]=3[N:13]=2)[CH:5]=[CH:6][CH:7]=1. (3) The product is: [CH3:27][C@@H:28]1[C@H:32]([C:33]2[CH:38]=[CH:37][CH:36]=[CH:35][CH:34]=2)[O:31][C:30](=[O:39])[N:29]1[C:5](=[O:7])[CH2:4][CH2:3][C@H:2]([CH3:1])[CH2:8][CH2:9][CH3:10]. Given the reactants [CH3:1][C@H:2]([CH2:8][CH2:9][CH3:10])[CH2:3][CH2:4][C:5]([OH:7])=O.C(N(CC)CC)C.CC(C)(C)C(Cl)=O.[Li+].[Cl-].[CH3:27][C@@H:28]1[C@H:32]([C:33]2[CH:38]=[CH:37][CH:36]=[CH:35][CH:34]=2)[O:31][C:30](=[O:39])[NH:29]1, predict the reaction product. (4) Given the reactants [CH2:1]([O:3][C:4](=[O:10])[CH2:5][C:6](=[O:9])[CH2:7][CH3:8])[CH3:2].Br[CH2:12][C:13]1[CH:18]=[CH:17][C:16]([O:19][C:20]([F:23])([F:22])[F:21])=[CH:15][CH:14]=1, predict the reaction product. The product is: [CH2:1]([O:3][C:4](=[O:10])[CH:5]([CH2:12][C:13]1[CH:18]=[CH:17][C:16]([O:19][C:20]([F:21])([F:22])[F:23])=[CH:15][CH:14]=1)[C:6](=[O:9])[CH2:7][CH3:8])[CH3:2]. (5) Given the reactants [C:1]([O:5][C:6]([N:8]1[C@H:12]([CH2:13][C:14]2[CH:19]=[CH:18][C:17]([C:20]3[CH:25]=[CH:24][CH:23]=[CH:22][CH:21]=3)=[CH:16][CH:15]=2)[CH2:11][C:10](=[CH2:26])[C:9]1=[O:27])=[O:7])([CH3:4])([CH3:3])[CH3:2].[H][H], predict the reaction product. The product is: [C:1]([O:5][C:6]([N:8]1[C@H:12]([CH2:13][C:14]2[CH:15]=[CH:16][C:17]([C:20]3[CH:21]=[CH:22][CH:23]=[CH:24][CH:25]=3)=[CH:18][CH:19]=2)[CH2:11][C@@H:10]([CH3:26])[C:9]1=[O:27])=[O:7])([CH3:4])([CH3:2])[CH3:3].[C:1]([O:5][C:6]([N:8]1[C@H:12]([CH2:13][C:14]2[CH:15]=[CH:16][C:17]([C:20]3[CH:21]=[CH:22][CH:23]=[CH:24][CH:25]=3)=[CH:18][CH:19]=2)[CH2:11][C@H:10]([CH3:26])[C:9]1=[O:27])=[O:7])([CH3:4])([CH3:2])[CH3:3].